This data is from Full USPTO retrosynthesis dataset with 1.9M reactions from patents (1976-2016). The task is: Predict the reactants needed to synthesize the given product. Given the product [O:57]=[C:51]1[CH:50]([N:43]2[C:44](=[O:49])[C:45]3[C:41](=[CH:40][CH:48]=[CH:47][C:46]=3[O:26][CH2:25][C:21]3[O:20][CH:24]=[CH:23][CH:22]=3)[C:42]2=[O:58])[CH2:55][CH2:54][C:53](=[O:56])[NH:52]1, predict the reactants needed to synthesize it. The reactants are: C1(P(C2C=CC=CC=2)C2C=CC=CC=2)C=CC=CC=1.[O:20]1[CH:24]=[CH:23][CH:22]=[C:21]1[CH2:25][OH:26].CCOC(/N=N/C(OCC)=O)=O.O[C:40]1[CH:48]=[CH:47][CH:46]=[C:45]2[C:41]=1[C:42](=[O:58])[N:43]([CH:50]1[CH2:55][CH2:54][C:53](=[O:56])[NH:52][C:51]1=[O:57])[C:44]2=[O:49].